From a dataset of Reaction yield outcomes from USPTO patents with 853,638 reactions. Predict the reaction yield, written as a fraction of the theoretical maximum amount of product (1.0 means a 100% yield; for example, 0.34 means a 34% yield). (1) The product is [CH2:8]([O:11][C:12]1[C:20]([OH:21])=[CH:19][CH:18]=[C:17]2[C:13]=1[CH:14]=[N:15][NH:16]2)[CH2:9][CH3:10]. The catalyst is ClCCl. The reactants are FC(F)(F)C(O)=O.[CH2:8]([O:11][C:12]1[C:20]([O:21]C2CCCCO2)=[CH:19][CH:18]=[C:17]2[C:13]=1[CH:14]=[N:15][N:16]2C1CCCCO1)[CH2:9][CH3:10].[OH-].[Na+]. The yield is 0.800. (2) The reactants are [F:1][C:2]1[CH:7]=[CH:6][CH:5]=[C:4]([F:8])[C:3]=1[C:9]([NH:11][C:12]1[S:13][C:14]([C:17]2[N:21]([CH3:22])[N:20]=[C:19]([C:23]([F:26])([F:25])[F:24])[CH:18]=2)=[CH:15][N:16]=1)=O.Cl.C(OCC)(=O)C. The catalyst is C1COCC1. The product is [F:8][C:4]1[CH:5]=[CH:6][CH:7]=[C:2]([F:1])[C:3]=1[CH2:9][NH:11][C:12]1[S:13][C:14]([C:17]2[N:21]([CH3:22])[N:20]=[C:19]([C:23]([F:26])([F:24])[F:25])[CH:18]=2)=[CH:15][N:16]=1. The yield is 0.592. (3) The yield is 0.712. The catalyst is CN(C=O)C.O. The reactants are [CH2:1]([N:8]1[C:20]2[CH:19]=[C:18]([C:21]([OH:23])=O)[CH:17]=[CH:16][C:15]=2[C:14]2[C:9]1=[CH:10][C:11]([C:26]1[C:27]([CH3:32])=[N:28][O:29][C:30]=1[CH3:31])=[CH:12][C:13]=2[C:24]#[N:25])[C:2]1[CH:7]=[CH:6][CH:5]=[CH:4][CH:3]=1.CN(C(ON1N=NC2C=CC=CC1=2)=[N+](C)C)C.[B-](F)(F)(F)F.[NH:55]1[CH2:60][CH2:59][O:58][CH2:57][CH2:56]1. The product is [CH2:1]([N:8]1[C:9]2[CH:10]=[C:11]([C:26]3[C:27]([CH3:32])=[N:28][O:29][C:30]=3[CH3:31])[CH:12]=[C:13]([C:24]#[N:25])[C:14]=2[C:15]2[C:20]1=[CH:19][C:18]([C:21]([N:55]1[CH2:60][CH2:59][O:58][CH2:57][CH2:56]1)=[O:23])=[CH:17][CH:16]=2)[C:2]1[CH:7]=[CH:6][CH:5]=[CH:4][CH:3]=1. (4) The reactants are [H-].[Na+].CN(C)C=[C:6]([C:10]1[CH:15]=[CH:14][C:13]([O:16][CH3:17])=[CH:12][CH:11]=1)[C:7](=O)[CH3:8].COC(C1C(C2C=CC=CC=2Cl)C(C(OC)=O)=C(C)[NH:25][C:24]=1COCCN1C(=O)C2C(=CC=CC=2)C1=O)=O.[CH3:56]O.[CH3:58][N:59](C)[CH:60]=[O:61]. No catalyst specified. The product is [CH3:17][O:16][C:13]1[CH:12]=[CH:11][C:10]([C:6]2[CH:7]=[C:8]([C:24]#[N:25])[C:60](=[O:61])[NH:59][C:58]=2[CH3:56])=[CH:15][CH:14]=1. The yield is 0.820. (5) The reactants are C(O)(C(F)(F)F)=O.[Cl:8][C:9]1[CH:10]=[CH:11][C:12]([CH3:28])=[C:13]([C:15]([NH:19][CH2:20][CH:21](OCC)OCC)=[CH:16][C:17]#[N:18])[CH:14]=1. The catalyst is C(Cl)Cl. The product is [Cl:8][C:9]1[CH:10]=[CH:11][C:12]([CH3:28])=[C:13]([C:15]2[NH:19][CH:20]=[CH:21][C:16]=2[C:17]#[N:18])[CH:14]=1. The yield is 0.450. (6) The reactants are [S:1]1[C:5]2[C:6]3[S:11][CH:10]=[CH:9][C:7]=3[S:8][C:4]=2[CH:3]=[CH:2]1.C([Li])CCC.CN(C)[CH:19]=[O:20].[O:22]1CCC[CH2:23]1. The catalyst is O. The product is [S:11]1[C:6]2[C:5]3[S:1][C:2]([CH:23]=[O:22])=[CH:3][C:4]=3[S:8][C:7]=2[CH:9]=[C:10]1[CH:19]=[O:20]. The yield is 0.800. (7) The reactants are [CH3:1][O:2][C:3](=[O:11])[C:4]1[CH:9]=[CH:8][CH:7]=[N:6][C:5]=1Cl.[CH2:12]=[CH:13][C:14]1[CH:19]=[CH:18][CH:17]=[CH:16][CH:15]=1.C([O-])(=O)C.[Na+].C1(P(C2C=CC=CC=2)C2C=CC=CC=2)C=CC=CC=1. The catalyst is CN(C=O)C.C([O-])(=O)C.[Pd+2].C([O-])(=O)C. The product is [CH3:1][O:2][C:3](=[O:11])[C:4]1[CH:9]=[CH:8][CH:7]=[N:6][C:5]=1[CH:12]=[CH:13][C:14]1[CH:19]=[CH:18][CH:17]=[CH:16][CH:15]=1. The yield is 0.810. (8) The reactants are CS(O[CH2:6][CH2:7][C:8]1[CH:9]=[N:10][N:11]([C:22]2[CH:27]=[C:26]([C:28]#[N:29])[CH:25]=[CH:24][N:23]=2)[C:12]=1[O:13][CH2:14][C:15]1[CH:20]=[CH:19][C:18]([F:21])=[CH:17][CH:16]=1)(=O)=O.Cl.[CH3:31][NH:32][CH3:33].C([O-])([O-])=O.[K+].[K+]. The catalyst is C(#N)C. The product is [CH3:31][N:32]([CH3:33])[CH2:6][CH2:7][C:8]1[CH:9]=[N:10][N:11]([C:22]2[CH:27]=[C:26]([C:28]#[N:29])[CH:25]=[CH:24][N:23]=2)[C:12]=1[O:13][CH2:14][C:15]1[CH:20]=[CH:19][C:18]([F:21])=[CH:17][CH:16]=1. The yield is 0.440. (9) The catalyst is CCO.[Pd]. The product is [CH3:1][O:2][C:3](=[O:24])[CH2:4][C:5]1([CH2:11][NH:12][C:13](=[O:23])[C:14]2[CH:19]=[CH:18][CH:17]=[CH:16][C:15]=2[NH2:20])[CH2:6][CH2:7][CH2:8][CH2:9][CH2:10]1. The yield is 1.00. The reactants are [CH3:1][O:2][C:3](=[O:24])[CH2:4][C:5]1([CH2:11][NH:12][C:13](=[O:23])[C:14]2[CH:19]=[CH:18][CH:17]=[CH:16][C:15]=2[N+:20]([O-])=O)[CH2:10][CH2:9][CH2:8][CH2:7][CH2:6]1. (10) The reactants are [CH3:1][O:2][C:3]([C:5]1[N:6](C(OC(C)(C)C)=O)[CH:7]=[C:8](Br)[CH:9]=1)=[O:4].[C:18]1(B(O)O)[CH:23]=[CH:22][CH:21]=[CH:20][CH:19]=1.C[O-].[Na+]. The catalyst is CO.C1C=CC([P]([Pd]([P](C2C=CC=CC=2)(C2C=CC=CC=2)C2C=CC=CC=2)([P](C2C=CC=CC=2)(C2C=CC=CC=2)C2C=CC=CC=2)[P](C2C=CC=CC=2)(C2C=CC=CC=2)C2C=CC=CC=2)(C2C=CC=CC=2)C2C=CC=CC=2)=CC=1. The product is [CH3:1][O:2][C:3]([C:5]1[NH:6][CH:7]=[C:8]([C:18]2[CH:23]=[CH:22][CH:21]=[CH:20][CH:19]=2)[CH:9]=1)=[O:4]. The yield is 0.800.